Task: Predict the product of the given reaction.. Dataset: Forward reaction prediction with 1.9M reactions from USPTO patents (1976-2016) (1) The product is: [F:1][C:2]1[CH:7]=[CH:6][C:5]([NH:8][C:9](=[O:10])[O:18][CH2:19][CH2:20][O:21][C:22]2[C:27]([CH3:28])=[CH:26][C:25]([C:29]3[NH:38][C:37](=[O:39])[C:36]4[C:31](=[CH:32][C:33]([O:42][CH3:43])=[CH:34][C:35]=4[O:40][CH3:41])[N:30]=3)=[CH:24][C:23]=2[CH3:44])=[CH:4][CH:3]=1. Given the reactants [F:1][C:2]1[CH:7]=[CH:6][C:5]([N:8]=[C:9]=[O:10])=[CH:4][CH:3]=1.CCN(CC)CC.[OH:18][CH2:19][CH2:20][O:21][C:22]1[C:27]([CH3:28])=[CH:26][C:25]([C:29]2[NH:38][C:37](=[O:39])[C:36]3[C:31](=[CH:32][C:33]([O:42][CH3:43])=[CH:34][C:35]=3[O:40][CH3:41])[N:30]=2)=[CH:24][C:23]=1[CH3:44], predict the reaction product. (2) Given the reactants [Br:1][C:2]1[N:12]=[CH:11][C:5]2[O:6][CH2:7][C:8](=O)[NH:9][C:4]=2[CH:3]=1, predict the reaction product. The product is: [Br:1][C:2]1[N:12]=[CH:11][C:5]2[O:6][CH2:7][CH2:8][NH:9][C:4]=2[CH:3]=1.